This data is from Forward reaction prediction with 1.9M reactions from USPTO patents (1976-2016). The task is: Predict the product of the given reaction. (1) Given the reactants [N+:1]([O-:4])(O)=[O:2].S(=O)(=O)(O)O.[C:10]1([CH3:20])[CH:15]=[CH:14][C:13]([S:16]([Cl:19])(=[O:18])=[O:17])=[CH:12][CH:11]=1, predict the reaction product. The product is: [CH3:20][C:10]1[CH:15]=[CH:14][C:13]([S:16]([Cl:19])(=[O:18])=[O:17])=[CH:12][C:11]=1[N+:1]([O-:4])=[O:2]. (2) Given the reactants [C:1]1([N:7]2[C:11]([CH2:12][CH2:13][CH:14]=O)=[CH:10][C:9]([CH2:16][CH2:17][CH3:18])=[N:8]2)[CH:6]=[CH:5][CH:4]=[CH:3][CH:2]=1.[CH3:19][CH:20]1[CH2:25][NH:24][CH2:23][CH2:22][N:21]1[C:26]1[CH:27]=[C:28]([CH3:32])[CH:29]=[CH:30][CH:31]=1.CCN(C(C)C)C(C)C.[BH-](OC(C)=O)(OC(C)=O)OC(C)=O.[Na+], predict the reaction product. The product is: [CH3:19][CH:20]1[CH2:25][N:24]([CH2:14][CH2:13][CH2:12][C:11]2[N:7]([C:1]3[CH:6]=[CH:5][CH:4]=[CH:3][CH:2]=3)[N:8]=[C:9]([CH2:16][CH2:17][CH3:18])[CH:10]=2)[CH2:23][CH2:22][N:21]1[C:26]1[CH:27]=[C:28]([CH3:32])[CH:29]=[CH:30][CH:31]=1.